Dataset: NCI-60 drug combinations with 297,098 pairs across 59 cell lines. Task: Regression. Given two drug SMILES strings and cell line genomic features, predict the synergy score measuring deviation from expected non-interaction effect. (1) Drug 1: CN1CCC(CC1)COC2=C(C=C3C(=C2)N=CN=C3NC4=C(C=C(C=C4)Br)F)OC. Drug 2: CNC(=O)C1=CC=CC=C1SC2=CC3=C(C=C2)C(=NN3)C=CC4=CC=CC=N4. Cell line: HT29. Synergy scores: CSS=3.67, Synergy_ZIP=-0.443, Synergy_Bliss=1.32, Synergy_Loewe=-1.90, Synergy_HSA=-1.73. (2) Drug 1: CCCCCOC(=O)NC1=NC(=O)N(C=C1F)C2C(C(C(O2)C)O)O. Drug 2: C1CNP(=O)(OC1)N(CCCl)CCCl. Cell line: NCI-H522. Synergy scores: CSS=-2.84, Synergy_ZIP=1.53, Synergy_Bliss=-1.29, Synergy_Loewe=-4.62, Synergy_HSA=-5.01. (3) Drug 1: CN(C)N=NC1=C(NC=N1)C(=O)N. Drug 2: C1CCC(C(C1)N)N.C(=O)(C(=O)[O-])[O-].[Pt+4]. Cell line: MCF7. Synergy scores: CSS=14.6, Synergy_ZIP=-5.32, Synergy_Bliss=-9.77, Synergy_Loewe=-71.7, Synergy_HSA=-9.94. (4) Drug 1: C1=NC2=C(N=C(N=C2N1C3C(C(C(O3)CO)O)F)Cl)N. Drug 2: CC12CCC3C(C1CCC2O)C(CC4=C3C=CC(=C4)O)CCCCCCCCCS(=O)CCCC(C(F)(F)F)(F)F. Cell line: NCI/ADR-RES. Synergy scores: CSS=0.0855, Synergy_ZIP=-0.565, Synergy_Bliss=-2.05, Synergy_Loewe=-2.12, Synergy_HSA=-2.59. (5) Drug 1: CNC(=O)C1=CC=CC=C1SC2=CC3=C(C=C2)C(=NN3)C=CC4=CC=CC=N4. Drug 2: C1C(C(OC1N2C=C(C(=O)NC2=O)F)CO)O. Cell line: SK-MEL-2. Synergy scores: CSS=31.0, Synergy_ZIP=1.96, Synergy_Bliss=9.50, Synergy_Loewe=6.66, Synergy_HSA=6.95. (6) Synergy scores: CSS=61.8, Synergy_ZIP=4.10, Synergy_Bliss=2.50, Synergy_Loewe=-4.60, Synergy_HSA=1.84. Drug 2: CC1CCCC2(C(O2)CC(NC(=O)CC(C(C(=O)C(C1O)C)(C)C)O)C(=CC3=CSC(=N3)C)C)C. Drug 1: C1C(C(OC1N2C=NC3=C2NC=NCC3O)CO)O. Cell line: DU-145. (7) Drug 1: C1C(C(OC1N2C=C(C(=O)NC2=O)F)CO)O. Drug 2: C1=NC2=C(N1)C(=S)N=CN2. Cell line: SK-MEL-2. Synergy scores: CSS=6.16, Synergy_ZIP=4.70, Synergy_Bliss=6.26, Synergy_Loewe=3.81, Synergy_HSA=1.04. (8) Drug 1: C1=CC(=CC=C1CCCC(=O)O)N(CCCl)CCCl. Drug 2: C1=NC2=C(N1)C(=S)N=C(N2)N. Cell line: T-47D. Synergy scores: CSS=41.1, Synergy_ZIP=-13.5, Synergy_Bliss=-7.31, Synergy_Loewe=-8.27, Synergy_HSA=-3.43.